This data is from NCI-60 drug combinations with 297,098 pairs across 59 cell lines. The task is: Regression. Given two drug SMILES strings and cell line genomic features, predict the synergy score measuring deviation from expected non-interaction effect. (1) Drug 1: CCC1(CC2CC(C3=C(CCN(C2)C1)C4=CC=CC=C4N3)(C5=C(C=C6C(=C5)C78CCN9C7C(C=CC9)(C(C(C8N6C)(C(=O)OC)O)OC(=O)C)CC)OC)C(=O)OC)O.OS(=O)(=O)O. Drug 2: C1CCC(C(C1)N)N.C(=O)(C(=O)[O-])[O-].[Pt+4]. Cell line: OVCAR-4. Synergy scores: CSS=4.49, Synergy_ZIP=-5.10, Synergy_Bliss=-0.673, Synergy_Loewe=-0.913, Synergy_HSA=-0.930. (2) Drug 1: C1=C(C(=O)NC(=O)N1)N(CCCl)CCCl. Drug 2: CC1C(C(=O)NC(C(=O)N2CCCC2C(=O)N(CC(=O)N(C(C(=O)O1)C(C)C)C)C)C(C)C)NC(=O)C3=C4C(=C(C=C3)C)OC5=C(C(=O)C(=C(C5=N4)C(=O)NC6C(OC(=O)C(N(C(=O)CN(C(=O)C7CCCN7C(=O)C(NC6=O)C(C)C)C)C)C(C)C)C)N)C. Cell line: MDA-MB-435. Synergy scores: CSS=-7.41, Synergy_ZIP=-1.38, Synergy_Bliss=-10.2, Synergy_Loewe=-12.9, Synergy_HSA=-12.1.